From a dataset of Forward reaction prediction with 1.9M reactions from USPTO patents (1976-2016). Predict the product of the given reaction. (1) Given the reactants [Cl:1][C:2]1[CH:3]=[C:4]([C:10]2([C:25]([F:28])([F:27])[F:26])[O:14][N:13]=[C:12]([C:15]3[CH:23]=[CH:22][C:18]([C:19]([OH:21])=O)=[C:17]([CH3:24])[CH:16]=3)[CH2:11]2)[CH:5]=[C:6]([Cl:9])[C:7]=1[F:8].CN(C(ON1N=NC2C=CC=NC1=2)=[N+](C)C)C.F[P-](F)(F)(F)(F)F.CCN(C(C)C)C(C)C.Cl.[NH2:63][CH2:64][C:65]1[CH:66]=[CH:67][C:68]2[C:72]([CH3:74])([CH3:73])[O:71][B:70]([OH:75])[C:69]=2[CH:76]=1, predict the reaction product. The product is: [Cl:9][C:6]1[CH:5]=[C:4]([C:10]2([C:25]([F:26])([F:27])[F:28])[O:14][N:13]=[C:12]([C:15]3[CH:23]=[CH:22][C:18]([C:19]([NH:63][CH2:64][C:65]4[CH:66]=[CH:67][C:68]5[C:72]([CH3:74])([CH3:73])[O:71][B:70]([OH:75])[C:69]=5[CH:76]=4)=[O:21])=[C:17]([CH3:24])[CH:16]=3)[CH2:11]2)[CH:3]=[C:2]([Cl:1])[C:7]=1[F:8]. (2) Given the reactants C[O:2][C:3]1[CH:25]=[CH:24][C:6]([CH2:7][C:8]2[C:17]3[C:12](=[CH:13][CH:14]=[CH:15][CH:16]=3)[C:11]([C:18]3[CH:23]=[CH:22][CH:21]=[CH:20][CH:19]=3)=[N:10][N:9]=2)=[CH:5][CH:4]=1.C(O)(=O)C.Br, predict the reaction product. The product is: [C:18]1([C:11]2[C:12]3[C:17](=[CH:16][CH:15]=[CH:14][CH:13]=3)[C:8]([CH2:7][C:6]3[CH:5]=[CH:4][C:3]([OH:2])=[CH:25][CH:24]=3)=[N:9][N:10]=2)[CH:19]=[CH:20][CH:21]=[CH:22][CH:23]=1. (3) The product is: [NH2:1][C:2]1[N:7]([CH3:8])[C:6](=[O:9])[C:5]([CH3:10])([CH3:11])[C@:4]([C:13]2[CH:18]=[C:17]([NH:19][CH:26]3[CH2:25][C@H:24]([CH3:29])[O:23][C@H:22]([CH3:21])[CH2:27]3)[CH:16]=[CH:15][C:14]=2[F:20])([CH3:12])[N:3]=1. Given the reactants [NH2:1][C:2]1[N:7]([CH3:8])[C:6](=[O:9])[C:5]([CH3:11])([CH3:10])[C@:4]([C:13]2[CH:18]=[C:17]([NH2:19])[CH:16]=[CH:15][C:14]=2[F:20])([CH3:12])[N:3]=1.[CH3:21][C@@H:22]1[CH2:27][C:26](=O)[CH2:25][C@H:24]([CH3:29])[O:23]1.[B][B][B][B][B][B][B][B][B][B], predict the reaction product. (4) Given the reactants [CH:1]([O:4][C:5]1[CH:10]=[CH:9][CH:8]=[C:7]([NH2:11])[C:6]=1[NH2:12])([CH3:3])[CH3:2].CO[C:15]1C(OC)=C[C:18]2[NH:19][C:20](CCCNC)=N[C:17]=2[CH:16]=1, predict the reaction product. The product is: [CH:1]([O:4][C:5]1[C:6]2[N:12]=[C:15]([CH2:16][CH2:17][CH2:18][NH:19][CH3:20])[NH:11][C:7]=2[CH:8]=[CH:9][CH:10]=1)([CH3:3])[CH3:2]. (5) Given the reactants [N+:1]([C:4]1[CH:13]=[C:12]2[C:7]([CH2:8][CH2:9][CH2:10][O:11]2)=[CH:6][C:5]=1[NH2:14])([O-])=[O:2].[N:15]#[C:16][NH2:17].[CH]Cl.[OH-].[Na+], predict the reaction product. The product is: [N+:1]1([O-:2])[C:4]2[CH:13]=[C:12]3[C:7](=[CH:6][C:5]=2[N:14]=[C:16]([NH2:17])[N:15]=1)[CH2:8][CH2:9][CH2:10][O:11]3. (6) Given the reactants [Cl:1][C:2]1[CH:3]=[CH:4][C:5]2[N:11]3[C:12]([C:15]([F:18])([F:17])[F:16])=[N:13][N:14]=[C:10]3[C@@H:9]([CH2:19][N:20]3[C:24]([CH2:25][CH2:26][C:27]([O:29]CC)=[O:28])=[N:23][N:22]=[N:21]3)[CH2:8][C@H:7]([C:32]3[CH:37]=[CH:36][CH:35]=[C:34]([O:38][CH3:39])[C:33]=3[O:40][CH3:41])[C:6]=2[CH:42]=1.C(=O)([O-])[O-].[K+].[K+].Cl, predict the reaction product. The product is: [Cl:1][C:2]1[CH:3]=[CH:4][C:5]2[N:11]3[C:12]([C:15]([F:16])([F:17])[F:18])=[N:13][N:14]=[C:10]3[C@@H:9]([CH2:19][N:20]3[C:24]([CH2:25][CH2:26][C:27]([OH:29])=[O:28])=[N:23][N:22]=[N:21]3)[CH2:8][C@H:7]([C:32]3[CH:37]=[CH:36][CH:35]=[C:34]([O:38][CH3:39])[C:33]=3[O:40][CH3:41])[C:6]=2[CH:42]=1.